Dataset: Forward reaction prediction with 1.9M reactions from USPTO patents (1976-2016). Task: Predict the product of the given reaction. (1) Given the reactants [Br:1][C:2]1[CH:12]=[CH:11][C:5]([O:6][CH2:7][C:8]([NH2:10])=[O:9])=[C:4]([C:13]#[N:14])[CH:3]=1.N1CCC[CH2:17][CH2:16]1.[OH:21][C@H:22]1[C@@H:26]([OH:27])[CH2:25][NH:24][CH2:23]1, predict the reaction product. The product is: [Br:1][C:2]1[CH:12]=[CH:11][C:5]2[O:6][C:7]3[C:8](=[O:9])[NH:10][C:16]([CH2:17][N:24]4[CH2:25][C@H:26]([OH:27])[C@H:22]([OH:21])[CH2:23]4)=[N:14][C:13]=3[C:4]=2[CH:3]=1. (2) Given the reactants CON(C)[C:4]([C:6]1[CH:11]=[C:10]([C:12]2[CH:17]=[CH:16][CH:15]=[CH:14][CH:13]=2)[N:9]=[CH:8][N:7]=1)=[O:5].[CH3:19][O:20][C:21]1[CH:22]=[C:23]([Mg]Br)[CH:24]=[C:25]([O:29][CH3:30])[C:26]=1[O:27][CH3:28], predict the reaction product. The product is: [C:12]1([C:10]2[N:9]=[CH:8][N:7]=[C:6]([C:4]([C:23]3[CH:24]=[C:25]([O:29][CH3:30])[C:26]([O:27][CH3:28])=[C:21]([O:20][CH3:19])[CH:22]=3)=[O:5])[CH:11]=2)[CH:13]=[CH:14][CH:15]=[CH:16][CH:17]=1.